From a dataset of Reaction yield outcomes from USPTO patents with 853,638 reactions. Predict the reaction yield, written as a fraction of the theoretical maximum amount of product (1.0 means a 100% yield; for example, 0.34 means a 34% yield). (1) The reactants are CO[CH:3](OC)[N:4]([CH3:6])[CH3:5].[NH:9]1[C:13]2[CH:14]=[CH:15][C:16]([C:18]([NH:20][NH2:21])=[O:19])=[CH:17][C:12]=2[N:11]=[CH:10]1.C1(C)C=CC=CC=1. The catalyst is CO. The product is [CH3:6][N:4]([CH:3]=[N:21][NH:20][C:18]([C:16]1[CH:15]=[CH:14][C:13]2[NH:9][CH:10]=[N:11][C:12]=2[CH:17]=1)=[O:19])[CH3:5]. The yield is 0.696. (2) The reactants are [NH:1]1[C:9]2[C:4](=[CH:5][C:6]([C:10]([OH:12])=O)=[CH:7][CH:8]=2)[CH:3]=[N:2]1.[NH2:13][C@H:14]1[CH2:19][CH2:18][C@H:17]([NH:20][C:21](=[O:27])[O:22][C:23]([CH3:26])([CH3:25])[CH3:24])[CH2:16][CH2:15]1.C(N(CC)CC)C.Cl.C(N=C=NCCCN(C)C)C.OC1C2N=NNC=2C=CC=1. The catalyst is CN(C)C=O.O. The product is [C:23]([O:22][C:21](=[O:27])[NH:20][C@H:17]1[CH2:16][CH2:15][C@H:14]([NH:13][C:10]([C:6]2[CH:5]=[C:4]3[C:9](=[CH:8][CH:7]=2)[NH:1][N:2]=[CH:3]3)=[O:12])[CH2:19][CH2:18]1)([CH3:26])([CH3:24])[CH3:25]. The yield is 0.980. (3) The reactants are [CH:1]1([C:6]#[C:7][C:8]#[N:9])[CH2:5][CH2:4][CH2:3][CH2:2]1.[NH:10]1[CH:14]=[C:13]([C:15]2[C:16]3[CH:23]=[CH:22][N:21]([CH2:24][O:25][CH2:26][CH2:27][Si:28]([CH3:31])([CH3:30])[CH3:29])[C:17]=3[N:18]=[CH:19][N:20]=2)[CH:12]=[N:11]1.C1CCN2C(=NCCC2)CC1. The catalyst is C(#N)C. The product is [C:1]1(=[C:6]([N:10]2[CH:14]=[C:13]([C:15]3[C:16]4[CH:23]=[CH:22][N:21]([CH2:24][O:25][CH2:26][CH2:27][Si:28]([CH3:31])([CH3:30])[CH3:29])[C:17]=4[N:18]=[CH:19][N:20]=3)[CH:12]=[N:11]2)[CH2:7][C:8]#[N:9])[CH2:5][CH2:4][CH2:3][CH2:2]1. The yield is 0.740. (4) The reactants are [C:1](=[C:4]1[C:12]2[C:7](=[CH:8][CH:9]=[CH:10][C:11]=2[O:13][CH3:14])[NH:6][C:5]1=[O:15])([CH3:3])[CH3:2]. The catalyst is [Pd].C(O)C. The product is [CH:1]([CH:4]1[C:12]2[C:7](=[CH:8][CH:9]=[CH:10][C:11]=2[O:13][CH3:14])[NH:6][C:5]1=[O:15])([CH3:3])[CH3:2]. The yield is 0.790. (5) The reactants are [CH3:1][C@H:2]1[C@@H:11]2[CH2:12][CH2:13][C:14]3([CH3:18])[O:16][O:17][C@:10]42[C@H:5]([C@@H:6]([CH3:20])[C@@H:7](O)[O:8][C@@H:9]4[O:15]3)[CH2:4][CH2:3]1.FC(F)(F)C(OC(=O)C(F)(F)F)=O. The catalyst is ClCCl.CN(C1C=CN=CC=1)C. The product is [CH3:1][C@H:2]1[C@@H:11]2[CH2:12][CH2:13][C@@:14]3([CH3:18])[O:16][O:17][C@:10]42[C@H:5]([C:6]([CH3:20])=[CH:7][O:8][C@@H:9]4[O:15]3)[CH2:4][CH2:3]1. The yield is 0.250. (6) The reactants are Br[C:2]1[CH:11]=[CH:10][C:5]([C:6]([O:8][CH3:9])=[O:7])=[C:4]([Cl:12])[CH:3]=1.[CH:13]1(B(O)O)[CH2:15][CH2:14]1.[O-]P([O-])([O-])=O.[K+].[K+].[K+].C1(C)C=CC=CC=1. The catalyst is C1C=CC([P]([Pd]([P](C2C=CC=CC=2)(C2C=CC=CC=2)C2C=CC=CC=2)([P](C2C=CC=CC=2)(C2C=CC=CC=2)C2C=CC=CC=2)[P](C2C=CC=CC=2)(C2C=CC=CC=2)C2C=CC=CC=2)(C2C=CC=CC=2)C2C=CC=CC=2)=CC=1.O. The product is [Cl:12][C:4]1[CH:3]=[C:2]([CH:13]2[CH2:15][CH2:14]2)[CH:11]=[CH:10][C:5]=1[C:6]([O:8][CH3:9])=[O:7]. The yield is 0.630. (7) The reactants are [Cl:1][C:2]1[CH:3]=[C:4]2[CH:10]=[C:9]([CH:11]([C:13]3[CH:18]=[CH:17][CH:16]=[CH:15][CH:14]=3)[OH:12])[NH:8][C:5]2=[CH:6][N:7]=1. The catalyst is C(Cl)Cl.[O-2].[O-2].[Mn+4]. The product is [Cl:1][C:2]1[CH:3]=[C:4]2[CH:10]=[C:9]([C:11]([C:13]3[CH:14]=[CH:15][CH:16]=[CH:17][CH:18]=3)=[O:12])[NH:8][C:5]2=[CH:6][N:7]=1. The yield is 0.700. (8) The catalyst is CS(C)=O. The yield is 0.190. The product is [CH2:14]([O:13][C:9]1[CH:10]=[C:11]2[C:6](=[C:7]3[CH2:18][C:17]([CH3:20])([CH3:19])[O:16][C:8]=13)[C:5]([C:21]1[CH:22]=[CH:23][CH:24]=[CH:25][CH:26]=1)=[N:4][C:3]([CH3:27])([CH2:2][C:29]#[N:30])[CH2:12]2)[CH3:15]. The reactants are Br[CH2:2][C:3]1([CH3:27])[CH2:12][C:11]2[C:6](=[C:7]3[CH2:18][C:17]([CH3:20])([CH3:19])[O:16][C:8]3=[C:9]([O:13][CH2:14][CH3:15])[CH:10]=2)[C:5]([C:21]2[CH:26]=[CH:25][CH:24]=[CH:23][CH:22]=2)=[N:4]1.[O-][C:29]#[N:30].[Na+].O. (9) The reactants are [O:1]1[CH:5]=[CH:4][N:3]=[CH:2]1.C([Li])CCC.[CH2:11]([Sn:15](Cl)([CH2:20][CH2:21][CH2:22][CH3:23])[CH2:16][CH2:17][CH2:18][CH3:19])[CH2:12][CH2:13][CH3:14]. The catalyst is C1COCC1. The product is [CH2:20]([Sn:15]([CH2:11][CH2:12][CH2:13][CH3:14])([CH2:16][CH2:17][CH2:18][CH3:19])[C:2]1[O:1][CH:5]=[CH:4][N:3]=1)[CH2:21][CH2:22][CH3:23]. The yield is 0.950. (10) The reactants are [CH3:1][O:2][C:3]1[CH:11]=[C:7]([C:8]([OH:10])=[O:9])[C:6]([NH2:12])=[CH:5][CH:4]=1.[C:13](OC(=O)C)(=O)[CH3:14]. No catalyst specified. The product is [CH3:13][C:14]1[O:9][C:8](=[O:10])[C:7]2[CH:11]=[C:3]([O:2][CH3:1])[CH:4]=[CH:5][C:6]=2[N:12]=1. The yield is 0.710.